From a dataset of Reaction yield outcomes from USPTO patents with 853,638 reactions. Predict the reaction yield, written as a fraction of the theoretical maximum amount of product (1.0 means a 100% yield; for example, 0.34 means a 34% yield). (1) The reactants are CCN(C(C)C)C(C)C.[N+:10]([C:13]1[CH:18]=[CH:17][CH:16]=[CH:15][C:14]=1[C:19]1[O:23][N:22]=[C:21]([C:24]([OH:26])=O)[CH:20]=1)([O-:12])=[O:11].[N+](C1C=CC=CC=1C(=O)C)([O-])=O.C1C=CC2N(O)N=NC=2C=1.CCN=C=NCCCN(C)C.Cl.[NH2:61][CH2:62][C:63]([N:65]1[CH2:70][CH2:69][N:68]([C:71](=[O:82])[C:72]2[CH:77]=[CH:76][CH:75]=[CH:74][C:73]=2[C:78]([F:81])([F:80])[F:79])[CH2:67][CH2:66]1)=[O:64].Cl.CO. The catalyst is CN(C=O)C.O.O1CCOCC1. The product is [O:64]=[C:63]([N:65]1[CH2:66][CH2:67][N:68]([C:71](=[O:82])[C:72]2[CH:77]=[CH:76][CH:75]=[CH:74][C:73]=2[C:78]([F:81])([F:80])[F:79])[CH2:69][CH2:70]1)[CH2:62][NH:61][C:24]([C:21]1[CH:20]=[C:19]([C:14]2[CH:15]=[CH:16][CH:17]=[CH:18][C:13]=2[N+:10]([O-:12])=[O:11])[O:23][N:22]=1)=[O:26]. The yield is 0.490. (2) The reactants are [Cl:1][C:2]1[C:7]([OH:8])=[C:6]([C:9]#[C:10][Si:11]([CH3:14])([CH3:13])[CH3:12])[CH:5]=[C:4]([CH2:15][OH:16])[N:3]=1. The catalyst is CCO. The product is [Cl:1][C:2]1[N:3]=[C:4]([CH2:15][OH:16])[CH:5]=[C:6]2[CH:9]=[C:10]([Si:11]([CH3:12])([CH3:14])[CH3:13])[O:8][C:7]=12. The yield is 0.460. (3) The reactants are [Cl:1][C:2]1[CH:29]=[CH:28][C:5]2[N:6]([CH:23]3[CH2:27][CH2:26][NH:25][CH2:24]3)[C:7]([CH2:9][N:10]3[C:14]4=[CH:15][N:16]=[CH:17][CH:18]=[C:13]4[C:12]([S:19]([CH3:22])(=[O:21])=[O:20])=[N:11]3)=[N:8][C:4]=2[CH:3]=1.[C:30](OC(=O)C)(=[O:32])[CH3:31].O. The catalyst is C(Cl)Cl.CN(C1C=CN=CC=1)C. The product is [Cl:1][C:2]1[CH:29]=[CH:28][C:5]2[N:6]([CH:23]3[CH2:27][CH2:26][N:25]([C:30](=[O:32])[CH3:31])[CH2:24]3)[C:7]([CH2:9][N:10]3[C:14]4=[CH:15][N:16]=[CH:17][CH:18]=[C:13]4[C:12]([S:19]([CH3:22])(=[O:20])=[O:21])=[N:11]3)=[N:8][C:4]=2[CH:3]=1. The yield is 0.500.